From a dataset of NCI-60 drug combinations with 297,098 pairs across 59 cell lines. Regression. Given two drug SMILES strings and cell line genomic features, predict the synergy score measuring deviation from expected non-interaction effect. Drug 1: CC1=C(C=C(C=C1)NC2=NC=CC(=N2)N(C)C3=CC4=NN(C(=C4C=C3)C)C)S(=O)(=O)N.Cl. Drug 2: COC1=CC(=CC(=C1O)OC)C2C3C(COC3=O)C(C4=CC5=C(C=C24)OCO5)OC6C(C(C7C(O6)COC(O7)C8=CC=CS8)O)O. Cell line: OVCAR-5. Synergy scores: CSS=8.10, Synergy_ZIP=-2.94, Synergy_Bliss=-4.32, Synergy_Loewe=-23.1, Synergy_HSA=-6.05.